From a dataset of Forward reaction prediction with 1.9M reactions from USPTO patents (1976-2016). Predict the product of the given reaction. (1) Given the reactants Cl[C:2]1[N:7]=[C:6](Cl)[N:5]=[CH:4][N:3]=1.C(N(C(C)C)C(C)C)C.[NH2:18][C:19]1[CH:20]=[C:21]([CH:26]=[CH:27][CH:28]=1)[C:22]([NH:24][CH3:25])=[O:23].ClC1C=CN=NN=1.[NH2:36][CH2:37][CH2:38][CH2:39][OH:40], predict the reaction product. The product is: [OH:40][CH2:39][CH2:38][CH2:37][NH:36][C:2]1[N:3]=[CH:4][N:5]=[C:6]([NH:18][C:19]2[CH:20]=[C:21]([CH:26]=[CH:27][CH:28]=2)[C:22]([NH:24][CH3:25])=[O:23])[N:7]=1. (2) Given the reactants Br[CH2:2][C:3]1[CH:12]=[C:11]2[C:6]([CH:7]=[C:8]([C:17]([O:19][CH2:20][CH3:21])=[O:18])[CH:9]([C:13]([F:16])([F:15])[F:14])[O:10]2)=[CH:5][C:4]=1[Cl:22].[N-:23]=[N+:24]=[N-:25].[Na+], predict the reaction product. The product is: [N:23]([CH2:2][C:3]1[CH:12]=[C:11]2[C:6]([CH:7]=[C:8]([C:17]([O:19][CH2:20][CH3:21])=[O:18])[CH:9]([C:13]([F:16])([F:15])[F:14])[O:10]2)=[CH:5][C:4]=1[Cl:22])=[N+:24]=[N-:25]. (3) Given the reactants [O:1]1[CH:5]=[CH:4][CH:3]=[C:2]1/[C:6](=[N:24]/[O:25][CH3:26])/[C:7]([NH:9][C@@H:10]1[C:22](=[O:23])[N:12]2[C:13]([C:19]([OH:21])=[O:20])=[C:14]([CH2:17][OH:18])[CH2:15][S:16][C@H:11]12)=[O:8].ClS([N:31]=[C:32]=[O:33])(=O)=O.O, predict the reaction product. The product is: [C:32]([O:18][CH2:17][C:14]1[CH2:15][S:16][C@@H:11]2[C@H:10]([NH:9][C:7](=[O:8])/[C:6](/[C:2]3[O:1][CH:5]=[CH:4][CH:3]=3)=[N:24]\[O:25][CH3:26])[C:22](=[O:23])[N:12]2[C:13]=1[C:19]([OH:21])=[O:20])(=[O:33])[NH2:31]. (4) Given the reactants [F:1][C:2]([F:36])([F:35])[C:3]([C:9]1[C:18]2[C:13](=[CH:14][CH:15]=[CH:16][CH:17]=2)[C:12]([C:19]2[S:23][C:22]([C:24](=[O:31])[NH:25][CH2:26][C:27]([OH:30])([CH3:29])[CH3:28])=[N:21][C:20]=2[C:32]([OH:34])=O)=[CH:11][CH:10]=1)([OH:8])[C:4]([F:7])([F:6])[F:5].[CH3:37][CH:38]1[CH2:43][CH2:42][NH:41][CH2:40][CH2:39]1.CCN(C(C)C)C(C)C.CN(C(ON1N=NC2C=CC=NC1=2)=[N+](C)C)C.F[P-](F)(F)(F)(F)F, predict the reaction product. The product is: [F:36][C:2]([F:1])([F:35])[C:3]([C:9]1[C:18]2[C:13](=[CH:14][CH:15]=[CH:16][CH:17]=2)[C:12]([C:19]2[S:23][C:22]([C:24]([NH:25][CH2:26][C:27]([OH:30])([CH3:29])[CH3:28])=[O:31])=[N:21][C:20]=2[C:32]([N:41]2[CH2:42][CH2:43][CH:38]([CH3:37])[CH2:39][CH2:40]2)=[O:34])=[CH:11][CH:10]=1)([OH:8])[C:4]([F:7])([F:6])[F:5]. (5) The product is: [Cl:1][C:2]1[CH:9]=[C:8]([NH:10][C@H:11]2[CH2:15][C:14](=[O:16])[N:13]([CH2:17][CH:20]=[CH2:25])[CH2:12]2)[CH:7]=[CH:6][C:3]=1[C:4]#[N:5]. Given the reactants [Cl:1][C:2]1[CH:9]=[C:8]([NH:10][C@H:11]2[CH2:15][C:14](=[O:16])[N:13]([CH3:17])[CH2:12]2)[CH:7]=[CH:6][C:3]=1[C:4]#[N:5].Cl.Cl[C:20]1C=C(N[C@H](CNC)CC(OC)=O)C=C[C:25]=1C#N, predict the reaction product. (6) Given the reactants C1N(CCCS(O)(=O)=O)CCOC1.O=[CH:15][C@@H:16]([C@H:18]([C@@H:20]([C@@H:22]([CH2:24]O)O)[OH:21])O)O.C[C:27]1(C)S[C@@H]2[C@H](NC([C@H](N)C3C=CC=CC=3)=O)C(=O)[N:29]2[C@H:28]1[C:46]([OH:48])=[O:47], predict the reaction product. The product is: [NH2:29][C@H:28]([C:46]([OH:48])=[O:47])[CH2:27][C:15]1[CH:16]=[CH:18][C:20]([OH:21])=[CH:22][CH:24]=1.